From a dataset of Forward reaction prediction with 1.9M reactions from USPTO patents (1976-2016). Predict the product of the given reaction. (1) Given the reactants [NH2:1][CH2:2][CH2:3][C:4]([NH:6][CH2:7][C:8]([OH:10])=[O:9])=[O:5].[Cl:11][C:12]1[C:13]([F:37])=[N:14][C:15](NCC(OC)=O)=[C:16]([Cl:30])[C:17]=1[O:18][C:19]1[CH:24]=[CH:23][C:22]([O:25]C)=[C:21]([CH:27]([CH3:29])[CH3:28])[CH:20]=1, predict the reaction product. The product is: [Cl:11][C:12]1[C:13]([F:37])=[N:14][C:15]([NH:1][CH2:2][CH2:3][C:4]([NH:6][CH2:7][C:8]([OH:10])=[O:9])=[O:5])=[C:16]([Cl:30])[C:17]=1[O:18][C:19]1[CH:24]=[CH:23][C:22]([OH:25])=[C:21]([CH:27]([CH3:29])[CH3:28])[CH:20]=1. (2) Given the reactants [CH3:1][C:2]1[CH:7]=[C:6]([N:8]2[CH2:12][CH2:11][CH:10]([N:13]3[CH2:17][CH2:16][CH2:15][CH:14]3[CH3:18])[CH2:9]2)[CH:5]=[CH:4][C:3]=1[NH2:19].[N:20]1[CH:25]=[CH:24][CH:23]=[C:22]([C:26]2[NH:30][C:29]3[CH:31]=[CH:32][C:33]([C:35](O)=[O:36])=[CH:34][C:28]=3[N:27]=2)[CH:21]=1, predict the reaction product. The product is: [CH3:1][C:2]1[CH:7]=[C:6]([N:8]2[CH2:12][CH2:11][CH:10]([N:13]3[CH2:17][CH2:16][CH2:15][CH:14]3[CH3:18])[CH2:9]2)[CH:5]=[CH:4][C:3]=1[NH:19][C:35]([C:33]1[CH:32]=[CH:31][C:29]2[NH:30][C:26]([C:22]3[CH:21]=[N:20][CH:25]=[CH:24][CH:23]=3)=[N:27][C:28]=2[CH:34]=1)=[O:36]. (3) Given the reactants [Br:1][C:2]1[CH:7]=[CH:6][C:5]([OH:8])=[C:4]([CH3:9])[CH:3]=1.C(=O)([O-])[O-].[K+].[K+].[CH2:16](Br)[C:17]1[CH:22]=[CH:21][CH:20]=[CH:19][CH:18]=1.O, predict the reaction product. The product is: [CH2:16]([O:8][C:5]1[CH:6]=[CH:7][C:2]([Br:1])=[CH:3][C:4]=1[CH3:9])[C:17]1[CH:22]=[CH:21][CH:20]=[CH:19][CH:18]=1.